This data is from Reaction yield outcomes from USPTO patents with 853,638 reactions. The task is: Predict the reaction yield, written as a fraction of the theoretical maximum amount of product (1.0 means a 100% yield; for example, 0.34 means a 34% yield). (1) The product is [N:14]1([C:4]2[N:5]=[C:6]([N:8]3[CH2:13][CH2:12][O:11][CH2:10][CH2:9]3)[N:7]=[C:2]([C:28]3[CH:27]=[CH:26][C:25]([NH:24][C:22]([NH:21][CH3:20])=[O:23])=[CH:30][CH:29]=3)[N:3]=2)[CH2:19][CH2:18][O:17][CH2:16][CH2:15]1. The yield is 0.110. No catalyst specified. The reactants are Cl[C:2]1[N:7]=[C:6]([N:8]2[CH2:13][CH2:12][O:11][CH2:10][CH2:9]2)[N:5]=[C:4]([N:14]2[CH2:19][CH2:18][O:17][CH2:16][CH2:15]2)[N:3]=1.[CH3:20][NH:21][C:22]([NH:24][C:25]1[CH:30]=[CH:29][C:28](B2OC(C)(C)C(C)(C)O2)=[CH:27][CH:26]=1)=[O:23]. (2) The reactants are Br[CH2:2][C:3]1[C:7]2([CH2:12][CH2:11][CH2:10][CH2:9][CH2:8]2)[NH:6][S:5](=[O:14])(=[O:13])[C:4]=1[C:15]1[CH:20]=[CH:19][C:18]([Cl:21])=[CH:17][CH:16]=1.[CH3:22][NH2:23]. The catalyst is C(O)C. The product is [Cl:21][C:18]1[CH:19]=[CH:20][C:15]([C:4]2[S:5](=[O:14])(=[O:13])[NH:6][C:7]3([CH2:12][CH2:11][CH2:10][CH2:9][CH2:8]3)[C:3]=2[CH2:2][NH:23][CH3:22])=[CH:16][CH:17]=1. The yield is 0.340. (3) The reactants are [N:1]1([C:11]([O:13][C:14]([CH3:17])([CH3:16])[CH3:15])=[O:12])[CH2:6][CH2:5][NH:4][CH:3]([C:7]([O:9][CH3:10])=[O:8])[CH2:2]1.CCN(CC)CC.[Br:25][C:26]1[CH:31]=[CH:30][C:29]([S:32](Cl)(=[O:34])=[O:33])=[CH:28][CH:27]=1. The catalyst is C(Cl)Cl.CCOC(C)=O. The product is [Br:25][C:26]1[CH:31]=[CH:30][C:29]([S:32]([N:4]2[CH2:5][CH2:6][N:1]([C:11]([O:13][C:14]([CH3:17])([CH3:16])[CH3:15])=[O:12])[CH2:2][CH:3]2[C:7]([O:9][CH3:10])=[O:8])(=[O:34])=[O:33])=[CH:28][CH:27]=1. The yield is 0.990. (4) The reactants are [F:1][C:2]1[CH:3]=[C:4]([CH:7]=[CH:8][C:9]=1[F:10])[CH:5]=O.C([O-])(=O)C.[NH4+].[N+:16]([CH2:19][CH3:20])([O-:18])=[O:17]. No catalyst specified. The product is [F:10][C:9]1[CH:8]=[CH:7][C:4]([CH:5]=[C:19]([N+:16]([O-:18])=[O:17])[CH3:20])=[CH:3][C:2]=1[F:1]. The yield is 0.756.